This data is from Full USPTO retrosynthesis dataset with 1.9M reactions from patents (1976-2016). The task is: Predict the reactants needed to synthesize the given product. (1) Given the product [C:51]([C:55]1[CH:56]=[C:57]([NH:83][S:84]([CH3:87])(=[O:86])=[O:85])[C:58]([O:81][CH3:82])=[C:59]([NH:61][C:62]([C:64]2[N:65]([CH3:80])[C:66]3[C:71]([CH:72]=2)=[CH:70][CH:69]=[CH:68][C:67]=3[CH2:73][N:74]2[CH2:75][CH2:76][N:77]([C:1](=[O:3])[CH2:4][N:5]3[CH2:10][CH2:9][N:8]([C:11]([O:13][C:14]([CH3:17])([CH3:16])[CH3:15])=[O:12])[CH2:7][CH2:6]3)[CH2:78][CH2:79]2)=[O:63])[CH:60]=1)([CH3:54])([CH3:52])[CH3:53], predict the reactants needed to synthesize it. The reactants are: [C:1]([CH2:4][N:5]1[CH2:10][CH2:9][N:8]([C:11]([O:13][C:14]([CH3:17])([CH3:16])[CH3:15])=[O:12])[CH2:7][CH2:6]1)([OH:3])=O.N1(OC(N(C)C)=[N+](C)C)C2C=CC=CC=2N=N1.F[B-](F)(F)F.C(N(CC)C(C)C)(C)C.Cl.Cl.[C:51]([C:55]1[CH:56]=[C:57]([NH:83][S:84]([CH3:87])(=[O:86])=[O:85])[C:58]([O:81][CH3:82])=[C:59]([NH:61][C:62]([C:64]2[N:65]([CH3:80])[C:66]3[C:71]([CH:72]=2)=[CH:70][CH:69]=[CH:68][C:67]=3[CH2:73][N:74]2[CH2:79][CH2:78][NH:77][CH2:76][CH2:75]2)=[O:63])[CH:60]=1)([CH3:54])([CH3:53])[CH3:52]. (2) Given the product [ClH:23].[Cl:23][C:20]1[CH:21]=[CH:22][C:8]2[O:7][C:6]3[C:4](=[O:5])[NH:3][C:12]([C@@H:13]4[CH2:17][CH2:16][CH2:15][NH:14]4)=[N:11][C:10]=3[C:9]=2[CH:19]=1, predict the reactants needed to synthesize it. The reactants are: O.Cl.[NH2:3][C:4]([C:6]1[O:7][C:8]2[CH:22]=[CH:21][C:20]([Cl:23])=[CH:19][C:9]=2[C:10]=1[NH:11][C:12](=O)[C@@H:13]1[CH2:17][CH2:16][CH2:15][NH:14]1)=[O:5].[OH-].[Na+].Cl. (3) The reactants are: [F:1][C:2]1[C:3]([OH:10])=[C:4]([CH:7]=[CH:8][CH:9]=1)[CH:5]=[O:6].C(=O)([O-])[O-].[K+].[K+].[CH2:17](Br)[C:18]1[CH:23]=[CH:22][CH:21]=[CH:20][CH:19]=1.O. Given the product [CH2:17]([O:10][C:3]1[C:2]([F:1])=[CH:9][CH:8]=[CH:7][C:4]=1[CH:5]=[O:6])[C:18]1[CH:23]=[CH:22][CH:21]=[CH:20][CH:19]=1, predict the reactants needed to synthesize it. (4) Given the product [Cl:1][C:2]1[CH:7]=[CH:6][C:5]([O:8][CH3:9])=[C:4]2[C:3]=1[C:13](=[O:15])[N:16]([C:17]1[CH:18]=[CH:19][C:20]([CH2:23][C:24]([O:26][CH2:27][CH3:28])=[O:25])=[CH:21][CH:22]=1)[C:10]2=[O:12], predict the reactants needed to synthesize it. The reactants are: [Cl:1][C:2]1[CH:7]=[CH:6][C:5]([O:8][CH3:9])=[C:4]([C:10]([OH:12])=O)[C:3]=1[C:13]([OH:15])=O.[NH2:16][C:17]1[CH:22]=[CH:21][C:20]([CH2:23][C:24]([O:26][CH2:27][CH3:28])=[O:25])=[CH:19][CH:18]=1. (5) Given the product [CH:13](=[C:12]1[C:3](=[O:10])[C:4]2[C:9](=[CH:8][CH:7]=[CH:6][CH:5]=2)[C:11]1=[O:21])[C:14]1[CH:19]=[CH:18][CH:17]=[CH:16][CH:15]=1, predict the reactants needed to synthesize it. The reactants are: [B]=O.[CH:3](=[O:10])[C:4]1[CH:9]=[CH:8][CH:7]=[CH:6][CH:5]=1.[C:11]1(=[O:21])[C:19]2[C:14](=[CH:15][CH:16]=[CH:17][CH:18]=2)[CH2:13][C:12]1=O. (6) Given the product [Cl:24][C:25]1[CH:33]=[CH:32][C:31]([CH2:34][NH:35][C:36](=[O:41])[C:37]([CH3:39])([CH3:38])[CH3:40])=[CH:30][C:26]=1[C:27]([NH:17][C:12]1[CH:13]=[CH:14][CH:15]=[C:16]2[C:11]=1[CH:10]=[CH:9][N:8]=[C:7]2[O:6][C:5]1[CH:18]=[CH:19][C:2]([F:1])=[C:3]([C:20]([F:23])([F:21])[F:22])[CH:4]=1)=[O:28], predict the reactants needed to synthesize it. The reactants are: [F:1][C:2]1[CH:19]=[CH:18][C:5]([O:6][C:7]2[C:16]3[CH:15]=[CH:14][CH:13]=[C:12]([NH2:17])[C:11]=3[CH:10]=[CH:9][N:8]=2)=[CH:4][C:3]=1[C:20]([F:23])([F:22])[F:21].[Cl:24][C:25]1[CH:33]=[CH:32][C:31]([CH2:34][NH:35][C:36](=[O:41])[C:37]([CH3:40])([CH3:39])[CH3:38])=[CH:30][C:26]=1[C:27](O)=[O:28].C(Cl)(=O)C(Cl)=O.CCN(C(C)C)C(C)C.